From a dataset of Catalyst prediction with 721,799 reactions and 888 catalyst types from USPTO. Predict which catalyst facilitates the given reaction. Reactant: Br[C:2]1[CH:10]=[CH:9][CH:8]=[C:7]2[C:3]=1[C:4]([CH:14]=[O:15])=[CH:5][N:6]2[CH:11]([CH3:13])[CH3:12].CC1(C)C(C)(C)OB([CH:24]2[CH2:26][CH2:25]2)O1.O.[OH-].[Li+]. Product: [CH:24]1([C:2]2[CH:10]=[CH:9][CH:8]=[C:7]3[C:3]=2[C:4]([CH:14]=[O:15])=[CH:5][N:6]3[CH:11]([CH3:13])[CH3:12])[CH2:26][CH2:25]1. The catalyst class is: 38.